This data is from Catalyst prediction with 721,799 reactions and 888 catalyst types from USPTO. The task is: Predict which catalyst facilitates the given reaction. (1) Reactant: [F:1][C:2]1[CH:21]=[CH:20][C:5]([CH2:6][O:7][CH2:8][CH2:9][CH2:10][CH2:11][C@@H:12]([N:17]=[N+]=[N-])[C:13]([O:15][CH3:16])=[O:14])=[CH:4][C:3]=1[CH3:22]. Product: [F:1][C:2]1[CH:21]=[CH:20][C:5]([CH2:6][O:7][CH2:8][CH2:9][CH2:10][CH2:11][C@@H:12]([NH2:17])[C:13]([O:15][CH3:16])=[O:14])=[CH:4][C:3]=1[CH3:22]. The catalyst class is: 78. (2) Reactant: [CH2:1]([N:3]1[C:7]2=[N:8][CH:9]=[C:10]([C:20]([O:22]CC)=[O:21])[C:11]([NH:12][CH:13]3[CH2:18][CH2:17][CH2:16][CH:15]([OH:19])[CH2:14]3)=[C:6]2[CH:5]=[N:4]1)[CH3:2].[OH-].[Na+]. Product: [CH2:1]([N:3]1[C:7]2=[N:8][CH:9]=[C:10]([C:20]([OH:22])=[O:21])[C:11]([NH:12][CH:13]3[CH2:18][CH2:17][CH2:16][CH:15]([OH:19])[CH2:14]3)=[C:6]2[CH:5]=[N:4]1)[CH3:2]. The catalyst class is: 315. (3) Reactant: [Br:1][C:2]1[C:3]([C:22]([O:24]CC)=[O:23])=[N:4][N:5]([C:14]2[CH:19]=[CH:18][C:17]([Cl:20])=[CH:16][C:15]=2[Cl:21])[C:6]=1[C:7]1[CH:12]=[CH:11][C:10]([Cl:13])=[CH:9][CH:8]=1.[OH-].[K+]. Product: [Br:1][C:2]1[C:3]([C:22]([OH:24])=[O:23])=[N:4][N:5]([C:14]2[CH:19]=[CH:18][C:17]([Cl:20])=[CH:16][C:15]=2[Cl:21])[C:6]=1[C:7]1[CH:12]=[CH:11][C:10]([Cl:13])=[CH:9][CH:8]=1. The catalyst class is: 5. (4) Reactant: [CH3:1][N:2]1[N:6]=[N:5][C:4]([C:7]2[CH:8]=[C:9]([CH:32]=[C:33]([C:35]([F:38])([F:37])[F:36])[CH:34]=2)[CH2:10][O:11][CH2:12][C:13]2([C:26]3[CH:31]=[CH:30][CH:29]=[CH:28][CH:27]=3)[CH2:18][CH2:17][N:16](C(OC(C)(C)C)=O)[CH2:15][CH2:14]2)=[N:3]1.Cl. Product: [CH3:1][N:2]1[N:6]=[N:5][C:4]([C:7]2[CH:8]=[C:9]([CH:32]=[C:33]([C:35]([F:37])([F:38])[F:36])[CH:34]=2)[CH2:10][O:11][CH2:12][C:13]2([C:26]3[CH:31]=[CH:30][CH:29]=[CH:28][CH:27]=3)[CH2:14][CH2:15][NH:16][CH2:17][CH2:18]2)=[N:3]1. The catalyst class is: 13. (5) Reactant: [F:1][C:2]1[C:11]([CH2:12][C:13](O)=[O:14])=[C:10]([F:16])[CH:9]=[C:8]2[C:3]=1[CH:4]=[CH:5][CH:6]=[N:7]2.C(Cl)(=O)C([Cl:20])=O.CN(C)C=O. Product: [F:1][C:2]1[C:11]([CH2:12][C:13]([Cl:20])=[O:14])=[C:10]([F:16])[CH:9]=[C:8]2[C:3]=1[CH:4]=[CH:5][CH:6]=[N:7]2. The catalyst class is: 4. (6) Reactant: [CH2:1]([O:3][C:4]([C:6]1[CH:7](Br)[C:8]2[C:13]([C:14]=1[C:15]1[CH:20]=[CH:19][CH:18]=[CH:17][CH:16]=1)=[CH:12][CH:11]=[C:10]([O:21][CH3:22])[CH:9]=2)=[O:5])[CH3:2].[CH:24]1([NH2:30])[CH2:29][CH2:28][CH2:27][CH2:26][CH2:25]1. Product: [CH2:1]([O:3][C:4]([C:6]1[CH:7]([NH:30][CH:24]2[CH2:29][CH2:28][CH2:27][CH2:26][CH2:25]2)[C:8]2[C:13]([C:14]=1[C:15]1[CH:20]=[CH:19][CH:18]=[CH:17][CH:16]=1)=[CH:12][CH:11]=[C:10]([O:21][CH3:22])[CH:9]=2)=[O:5])[CH3:2]. The catalyst class is: 1.